Dataset: Forward reaction prediction with 1.9M reactions from USPTO patents (1976-2016). Task: Predict the product of the given reaction. (1) Given the reactants [CH2:1]([O:8][C:9]([NH:11][CH:12]1[C:20]2[C:15](=[CH:16][C:17]([CH2:21][N:22]3[CH:26]=[C:25]([C:27](OCC)=[O:28])[C:24]([C:32]([F:35])([F:34])[F:33])=[N:23]3)=[CH:18][CH:19]=2)[CH2:14][CH2:13]1)=[O:10])[C:2]1[CH:7]=[CH:6][CH:5]=[CH:4][CH:3]=1.[H-].[Al+3].[Li+].[H-].[H-].[H-], predict the reaction product. The product is: [OH:28][CH2:27][C:25]1[C:24]([C:32]([F:34])([F:35])[F:33])=[N:23][N:22]([CH2:21][C:17]2[CH:16]=[C:15]3[C:20](=[CH:19][CH:18]=2)[CH:12]([NH:11][C:9](=[O:10])[O:8][CH2:1][C:2]2[CH:7]=[CH:6][CH:5]=[CH:4][CH:3]=2)[CH2:13][CH2:14]3)[CH:26]=1. (2) The product is: [CH3:1][O:17][CH2:18][C@@H:19]1[N:24]([C:25]([O:27][CH2:28][C:29]2[CH:34]=[CH:33][CH:32]=[CH:31][CH:30]=2)=[O:26])[CH2:23][C@@H:22]([C:35]([O:37][CH3:38])=[O:36])[CH2:21][CH2:20]1. Given the reactants [CH3:1]N(C)C1C2C(=CC=CC=2N(C)C)C=CC=1.[OH:17][CH2:18][C@@H:19]1[N:24]([C:25]([O:27][CH2:28][C:29]2[CH:34]=[CH:33][CH:32]=[CH:31][CH:30]=2)=[O:26])[CH2:23][C@@H:22]([C:35]([O:37][CH3:38])=[O:36])[CH2:21][CH2:20]1.C([O-])(O)=O.[Na+].C1COCC1, predict the reaction product. (3) Given the reactants [C:1]([CH:4]1[C:9](=[O:10])[CH2:8][CH:7]([C:11]2[CH:16]=[CH:15][CH:14]=[C:13]([F:17])[CH:12]=2)[CH2:6][C:5]1=O)(=O)[CH3:2].[NH2:19][C:20]1[N:29]=C(C)C2C(=O)CC(C3C=CC(F)=CC=3)CC=2[N:21]=1, predict the reaction product. The product is: [NH2:29][C:20]1[N:21]=[C:1]([CH3:2])[C:4]2[C:9](=[O:10])[CH2:8][CH:7]([C:11]3[CH:16]=[CH:15][CH:14]=[C:13]([F:17])[CH:12]=3)[CH2:6][C:5]=2[N:19]=1. (4) Given the reactants [CH2:1]([N:8]1[CH2:13][CH2:12][N:11]([C:14]2[CH:19]=[CH:18][C:17]([N+:20]([O-])=O)=[CH:16][CH:15]=2)[CH2:10][CH:9]1[CH2:23][F:24])[C:2]1[CH:7]=[CH:6][CH:5]=[CH:4][CH:3]=1.[Cl-].[NH4+], predict the reaction product. The product is: [CH2:1]([N:8]1[CH2:13][CH2:12][N:11]([C:14]2[CH:15]=[CH:16][C:17]([NH2:20])=[CH:18][CH:19]=2)[CH2:10][CH:9]1[CH2:23][F:24])[C:2]1[CH:3]=[CH:4][CH:5]=[CH:6][CH:7]=1.